This data is from Forward reaction prediction with 1.9M reactions from USPTO patents (1976-2016). The task is: Predict the product of the given reaction. (1) The product is: [CH3:21][O:20][C:15]1[CH:16]=[CH:17][CH:18]=[CH:19][C:14]=1[CH2:13][NH:12][C:7]1[CH:6]=[CH:5][C:4]2[C:9](=[CH:10][CH:11]=[C:2]([NH:33][C:31]3[O:30][N:29]=[C:28]([N:22]4[CH2:27][CH2:26][CH2:25][CH2:24][CH2:23]4)[N:32]=3)[CH:3]=2)[N:8]=1. Given the reactants Br[C:2]1[CH:3]=[C:4]2[C:9](=[CH:10][CH:11]=1)[N:8]=[C:7]([NH:12][CH2:13][C:14]1[CH:19]=[CH:18][CH:17]=[CH:16][C:15]=1[O:20][CH3:21])[CH:6]=[CH:5]2.[N:22]1([C:28]2[N:32]=[C:31]([NH2:33])[O:30][N:29]=2)[CH2:27][CH2:26][CH2:25][CH2:24][CH2:23]1, predict the reaction product. (2) Given the reactants [Br:1][C:2]1[CH:10]=[C:9]([F:11])[C:5]([C:6]([OH:8])=O)=[C:4]([F:12])[CH:3]=1.[CH:13]1([C:16]2[CH:17]=[CH:18][C:19]([N:22]3[CH2:27][CH2:26][NH:25][CH2:24][CH2:23]3)=[N:20][CH:21]=2)[CH2:15][CH2:14]1, predict the reaction product. The product is: [Br:1][C:2]1[CH:3]=[C:4]([F:12])[C:5]([C:6]([N:25]2[CH2:26][CH2:27][N:22]([C:19]3[CH:18]=[CH:17][C:16]([CH:13]4[CH2:15][CH2:14]4)=[CH:21][N:20]=3)[CH2:23][CH2:24]2)=[O:8])=[C:9]([F:11])[CH:10]=1. (3) Given the reactants [Br:1][C:2]1[CH:3]=[C:4]2[C:8](=[CH:9][CH:10]=1)[NH:7][N:6]=[C:5]2[C:11]1[CH:16]=[CH:15][C:14]([F:17])=[CH:13][CH:12]=1.[O:18]1[CH:23]=[CH:22][CH2:21][CH2:20][CH2:19]1.O.C1(C)C=CC(S(O)(=O)=O)=CC=1, predict the reaction product. The product is: [Br:1][C:2]1[CH:3]=[C:4]2[C:8](=[CH:9][CH:10]=1)[N:7]([CH:19]1[CH2:20][CH2:21][CH2:22][CH2:23][O:18]1)[N:6]=[C:5]2[C:11]1[CH:16]=[CH:15][C:14]([F:17])=[CH:13][CH:12]=1. (4) Given the reactants [CH2:1]([O:8][C:9]1[CH:24]=[C:23]([N:25]([CH2:41][C:42]2[CH:47]=[CH:46][C:45](Br)=[CH:44][CH:43]=2)[C:26](=[O:40])[CH2:27][N:28]([CH3:39])[S:29]([C:32]2[CH:37]=[CH:36][C:35]([CH3:38])=[CH:34][CH:33]=2)(=[O:31])=[O:30])[CH:22]=[CH:21][C:10]=1[C:11]([O:13][CH2:14][C:15]1[CH:20]=[CH:19][CH:18]=[CH:17][CH:16]=1)=[O:12])[C:2]1[CH:7]=[CH:6][CH:5]=[CH:4][CH:3]=1.[C:49]([C:51]1[CH:56]=[CH:55][C:54](B(O)O)=[CH:53][CH:52]=1)#[N:50], predict the reaction product. The product is: [CH2:1]([O:8][C:9]1[CH:24]=[C:23]([N:25]([CH2:41][C:42]2[CH:47]=[CH:46][C:45]([C:54]3[CH:55]=[CH:56][C:51]([C:49]#[N:50])=[CH:52][CH:53]=3)=[CH:44][CH:43]=2)[C:26](=[O:40])[CH2:27][N:28]([CH3:39])[S:29]([C:32]2[CH:37]=[CH:36][C:35]([CH3:38])=[CH:34][CH:33]=2)(=[O:31])=[O:30])[CH:22]=[CH:21][C:10]=1[C:11]([O:13][CH2:14][C:15]1[CH:20]=[CH:19][CH:18]=[CH:17][CH:16]=1)=[O:12])[C:2]1[CH:7]=[CH:6][CH:5]=[CH:4][CH:3]=1.